Predict the product of the given reaction. From a dataset of Forward reaction prediction with 1.9M reactions from USPTO patents (1976-2016). Given the reactants S([O-])([O-])=O.[Na+:5].[Na+].[F:7][C:8]([F:23])([F:22])[C:9]([F:21])([F:20])[C:10]([F:19])([F:18])[C:11]([F:17])([F:16])[S:12](F)(=[O:14])=[O:13].C(=O)([O-])[O-].[Na+].[Na+], predict the reaction product. The product is: [F:23][C:8]([F:7])([F:22])[C:9]([F:20])([F:21])[C:10]([F:18])([F:19])[C:11]([F:17])([F:16])[S:12]([O-:14])=[O:13].[Na+:5].